Dataset: Peptide-MHC class I binding affinity with 185,985 pairs from IEDB/IMGT. Task: Regression. Given a peptide amino acid sequence and an MHC pseudo amino acid sequence, predict their binding affinity value. This is MHC class I binding data. (1) The peptide sequence is CRTAFKPVL. The MHC is HLA-B39:01 with pseudo-sequence HLA-B39:01. The binding affinity (normalized) is 0.295. (2) The peptide sequence is SPAIFQCSM. The MHC is HLA-A29:02 with pseudo-sequence HLA-A29:02. The binding affinity (normalized) is 0. (3) The peptide sequence is QFLYLYALI. The MHC is HLA-A01:01 with pseudo-sequence HLA-A01:01. The binding affinity (normalized) is 0.284. (4) The peptide sequence is FARLLNLSG. The MHC is HLA-A02:01 with pseudo-sequence HLA-A02:01. The binding affinity (normalized) is 0.00331.